This data is from Full USPTO retrosynthesis dataset with 1.9M reactions from patents (1976-2016). The task is: Predict the reactants needed to synthesize the given product. (1) Given the product [NH2:21][C@@H:18]([CH2:19][CH3:20])[C:16]([NH:15][C:12]1[CH:13]=[N:14][C:9]([O:8][C:5]2[CH:6]=[CH:7][C:2]([CH3:1])=[C:3]([O:29][CH3:30])[CH:4]=2)=[CH:10][CH:11]=1)=[O:17], predict the reactants needed to synthesize it. The reactants are: [CH3:1][C:2]1[CH:7]=[CH:6][C:5]([O:8][C:9]2[N:14]=[CH:13][C:12]([NH:15][C:16]([C@@H:18]([NH:21]C(=O)OC(C)(C)C)[CH2:19][CH3:20])=[O:17])=[CH:11][CH:10]=2)=[CH:4][C:3]=1[O:29][CH3:30].C(O)(C(F)(F)F)=O. (2) Given the product [CH:25]([C:28]1[CH:33]=[CH:32][CH:31]=[CH:30][C:29]=1[NH:34][C:35]([NH:22][CH2:21][C:18]1[CH:19]=[CH:20][C:15]([C:12]2[N:13]=[CH:14][N:10]([C:7]3[CH:6]=[CH:5][C:4]([O:3][C:2]([F:1])([F:23])[F:24])=[CH:9][CH:8]=3)[N:11]=2)=[CH:16][CH:17]=1)=[S:36])([CH3:27])[CH3:26], predict the reactants needed to synthesize it. The reactants are: [F:1][C:2]([F:24])([F:23])[O:3][C:4]1[CH:9]=[CH:8][C:7]([N:10]2[CH:14]=[N:13][C:12]([C:15]3[CH:20]=[CH:19][C:18]([CH2:21][NH2:22])=[CH:17][CH:16]=3)=[N:11]2)=[CH:6][CH:5]=1.[CH:25]([C:28]1[CH:33]=[CH:32][CH:31]=[CH:30][C:29]=1[N:34]=[C:35]=[S:36])([CH3:27])[CH3:26]. (3) Given the product [CH3:44][O:3][CH2:4][C:5]1([CH2:9][O:10][C:11]2[CH:12]=[C:13]([CH3:42])[C:14]([C:18]3[CH:23]=[CH:22][CH:21]=[C:20]([CH2:24][O:25][C:26]4[CH:31]=[CH:30][C:29]([C:32]5([CH2:36][C:37]([O:39][CH2:40][CH3:41])=[O:38])[CH2:33][O:34][CH2:35]5)=[CH:28][CH:27]=4)[CH:19]=3)=[C:15]([CH3:17])[CH:16]=2)[CH2:8][O:7][CH2:6]1, predict the reactants needed to synthesize it. The reactants are: [H-].[Na+].[OH:3][CH2:4][C:5]1([CH2:9][O:10][C:11]2[CH:16]=[C:15]([CH3:17])[C:14]([C:18]3[CH:23]=[CH:22][CH:21]=[C:20]([CH2:24][O:25][C:26]4[CH:31]=[CH:30][C:29]([C:32]5([CH2:36][C:37]([O:39][CH2:40][CH3:41])=[O:38])[CH2:35][O:34][CH2:33]5)=[CH:28][CH:27]=4)[CH:19]=3)=[C:13]([CH3:42])[CH:12]=2)[CH2:8][O:7][CH2:6]1.I[CH3:44].